From a dataset of Catalyst prediction with 721,799 reactions and 888 catalyst types from USPTO. Predict which catalyst facilitates the given reaction. (1) Reactant: [F:1][C:2]1[CH:11]=[C:10]2[C:5]([C:6]([NH:19]CC3C=CC(OC)=CC=3)=[C:7]([CH3:18])[C:8]([C:12]3[CH:17]=[CH:16][CH:15]=[CH:14][N:13]=3)=[N:9]2)=[CH:4][CH:3]=1.C(O)(C(F)(F)F)=O. Product: [F:1][C:2]1[CH:11]=[C:10]2[C:5]([C:6]([NH2:19])=[C:7]([CH3:18])[C:8]([C:12]3[CH:17]=[CH:16][CH:15]=[CH:14][N:13]=3)=[N:9]2)=[CH:4][CH:3]=1. The catalyst class is: 4. (2) Reactant: [N+:1]([C:4]1[CH:5]=[C:6]([NH:10][C:11]([CH:13]2[CH2:22][CH2:21][CH2:20][CH2:19][C:14]32[O:18][CH2:17][CH2:16][O:15]3)=[O:12])[CH:7]=[CH:8][CH:9]=1)([O-])=O. Product: [NH2:1][C:4]1[CH:5]=[C:6]([NH:10][C:11]([CH:13]2[CH2:22][CH2:21][CH2:20][CH2:19][C:14]32[O:15][CH2:16][CH2:17][O:18]3)=[O:12])[CH:7]=[CH:8][CH:9]=1. The catalyst class is: 43. (3) Reactant: Cl[C:2]1[N:3]([C:13]2[CH:18]=[CH:17][C:16]([F:19])=[CH:15][CH:14]=2)[C:4](=[O:12])[C:5]2[N:6]=[CH:7][N:8]([CH3:11])[C:9]=2[N:10]=1.CC1(C)C(C)(C)OB([C:28]2[CH2:33][CH2:32][CH:31]([C:34]([F:37])([F:36])[F:35])[CH2:30][CH:29]=2)O1.[O-]P([O-])([O-])=O.[K+].[K+].[K+]. Product: [F:19][C:16]1[CH:17]=[CH:18][C:13]([N:3]2[C:4](=[O:12])[C:5]3[N:6]=[CH:7][N:8]([CH3:11])[C:9]=3[N:10]=[C:2]2[C:28]2[CH2:33][CH2:32][CH:31]([C:34]([F:37])([F:36])[F:35])[CH2:30][CH:29]=2)=[CH:14][CH:15]=1. The catalyst class is: 77. (4) Reactant: [CH3:1][C:2]([C:8]1[CH:13]=[CH:12][CH:11]=[C:10]([O:14][C:15]2[CH:20]=[CH:19][CH:18]=[CH:17][CH:16]=2)[CH:9]=1)([CH3:7])[C:3]([O:5]C)=[O:4].C[Si](C)(C)[O-].[K+].Cl. Product: [CH3:7][C:2]([C:8]1[CH:13]=[CH:12][CH:11]=[C:10]([O:14][C:15]2[CH:20]=[CH:19][CH:18]=[CH:17][CH:16]=2)[CH:9]=1)([CH3:1])[C:3]([OH:5])=[O:4]. The catalyst class is: 49. (5) Reactant: [CH3:1][N:2]1[CH2:15][CH2:14][C:5]2[NH:6][C:7]3[CH:8]=[CH:9][C:10]([CH3:13])=[CH:11][C:12]=3[C:4]=2[CH2:3]1.Br[C:17]1[CH:21]=[CH:20][S:19][CH:18]=1.[O-]P([O-])([O-])=O.[K+].[K+].[K+].N1CCC[C@H]1C(O)=O. Product: [CH3:1][N:2]1[CH2:15][CH2:14][C:5]2[N:6]([C:17]3[CH:21]=[CH:20][S:19][CH:18]=3)[C:7]3[CH:8]=[CH:9][C:10]([CH3:13])=[CH:11][C:12]=3[C:4]=2[CH2:3]1. The catalyst class is: 580.